This data is from Catalyst prediction with 721,799 reactions and 888 catalyst types from USPTO. The task is: Predict which catalyst facilitates the given reaction. (1) Reactant: [Cl:1][C:2]1[CH:7]=[CH:6][C:5]([C:8]2[CH:9]=[CH:10][C:11]([CH3:22])=[C:12]([C:14]3[C:15](=[O:21])[CH2:16][CH2:17][C:18]=3[O:19][CH3:20])[CH:13]=2)=[CH:4][CH:3]=1.C[Si]([N-][Si](C)(C)C)(C)C.[K+].[CH2:33](Br)[C:34]#[CH:35]. Product: [Cl:1][C:2]1[CH:3]=[CH:4][C:5]([C:8]2[CH:9]=[CH:10][C:11]([CH3:22])=[C:12]([C:14]3[C:15](=[O:21])[CH:16]([CH2:35][C:34]#[CH:33])[CH2:17][C:18]=3[O:19][CH3:20])[CH:13]=2)=[CH:6][CH:7]=1. The catalyst class is: 7. (2) Reactant: [NH2:1][CH:2]([CH2:11][C:12]1[CH:17]=[CH:16][C:15]([C:18]([F:21])([F:20])[F:19])=[CH:14][CH:13]=1)[CH:3]([C:5]1[CH:10]=[CH:9][N:8]=[CH:7][CH:6]=1)[OH:4].[F:22][C:23]1[C:32]2[C:27](=[CH:28][CH:29]=[CH:30][CH:31]=2)[C:26]([C:33](O)=[O:34])=[CH:25][CH:24]=1.Cl.C(N=C=NCCCN(C)C)C.ON1C2C=CC=CC=2N=N1. Product: [F:22][C:23]1[C:32]2[C:27](=[CH:28][CH:29]=[CH:30][CH:31]=2)[C:26]([C:33]([NH:1][C@@H:2]([CH2:11][C:12]2[CH:17]=[CH:16][C:15]([C:18]([F:21])([F:19])[F:20])=[CH:14][CH:13]=2)[C@H:3]([OH:4])[C:5]2[CH:10]=[CH:9][N:8]=[CH:7][CH:6]=2)=[O:34])=[CH:25][CH:24]=1. The catalyst class is: 47. (3) Reactant: Br[C:2]1[CH:24]=[C:23]([F:25])[CH:22]=[CH:21][C:3]=1[O:4][CH2:5][C:6]([N:8]([CH:18]([CH3:20])[CH3:19])[NH:9][C:10](=[O:17])[C:11]1[CH:16]=[CH:15][CH:14]=[CH:13][CH:12]=1)=[O:7].C([O-])([O-])=O.[Na+].[Na+].[CH3:32][O:33][C:34]1[CH:39]=[CH:38][CH:37]=[CH:36][C:35]=1B(O)O. Product: [F:25][C:23]1[CH:22]=[CH:21][C:3]([O:4][CH2:5][C:6]([N:8]([CH:18]([CH3:20])[CH3:19])[NH:9][C:10](=[O:17])[C:11]2[CH:16]=[CH:15][CH:14]=[CH:13][CH:12]=2)=[O:7])=[C:2]([C:35]2[CH:36]=[CH:37][CH:38]=[CH:39][C:34]=2[O:33][CH3:32])[CH:24]=1. The catalyst class is: 57. (4) Reactant: [NH2:1][C@@H:2]([CH3:17])[C@@H:3]([C:5]1[CH:6]=[CH:7][C:8]([OH:16])=[C:9]([NH:11][S:12]([CH3:15])(=[O:14])=[O:13])[CH:10]=1)[OH:4].[CH2:18]([O:20][C:21]1[CH:22]=[C:23]([CH:26]=[C:27]([O:29][CH2:30][CH3:31])[CH:28]=1)[CH:24]=O)[CH3:19]. Product: [CH2:30]([O:29][C:27]1[CH:26]=[C:23]([CH:22]=[C:21]([O:20][CH2:18][CH3:19])[CH:28]=1)[CH2:24][NH:1][C@@H:2]([CH3:17])[C@@H:3]([C:5]1[CH:6]=[CH:7][C:8]([OH:16])=[C:9]([NH:11][S:12]([CH3:15])(=[O:14])=[O:13])[CH:10]=1)[OH:4])[CH3:31]. The catalyst class is: 5. (5) Reactant: [C:1]([OH:24])(=[O:23])[CH2:2][CH2:3][CH2:4][CH2:5][CH2:6][CH2:7][CH2:8][CH2:9][CH2:10][CH2:11][CH2:12][CH2:13][CH2:14][CH2:15][CH2:16][CH2:17][CH2:18][CH2:19][CH2:20][CH2:21][CH3:22].O.[OH-].[Na+].[N+]([O-])([O-])=O.[Ag+:32]. Product: [C:1]([O-:24])(=[O:23])[CH2:2][CH2:3][CH2:4][CH2:5][CH2:6][CH2:7][CH2:8][CH2:9][CH2:10][CH2:11][CH2:12][CH2:13][CH2:14][CH2:15][CH2:16][CH2:17][CH2:18][CH2:19][CH2:20][CH2:21][CH3:22].[Ag+:32]. The catalyst class is: 51. (6) Reactant: C(OC([NH:8][C@@H:9]([C:22]([N:24]1[CH2:29][CH2:28][CH:27]([N:30]2[N:39]=[C:38]([C:40]3[CH:45]=[CH:44][C:43]([O:46][CH3:47])=[C:42]([O:48][CH3:49])[CH:41]=3)[C@@H:37]3[C@@H:32]([CH2:33][CH2:34][CH2:35][CH2:36]3)[C:31]2=[O:50])[CH2:26][CH2:25]1)=[O:23])[CH2:10][CH2:11][C:12]([O:14][CH2:15][C:16]1[CH:21]=[CH:20][CH:19]=[CH:18][CH:17]=1)=[O:13])=O)(C)(C)C.FC(F)(F)C(O)=O.C(=O)(O)[O-].[Na+]. Product: [NH2:8][C@@H:9]([C:22]([N:24]1[CH2:25][CH2:26][CH:27]([N:30]2[N:39]=[C:38]([C:40]3[CH:45]=[CH:44][C:43]([O:46][CH3:47])=[C:42]([O:48][CH3:49])[CH:41]=3)[C@@H:37]3[C@@H:32]([CH2:33][CH2:34][CH2:35][CH2:36]3)[C:31]2=[O:50])[CH2:28][CH2:29]1)=[O:23])[CH2:10][CH2:11][C:12]([O:14][CH2:15][C:16]1[CH:21]=[CH:20][CH:19]=[CH:18][CH:17]=1)=[O:13]. The catalyst class is: 2.